This data is from Reaction yield outcomes from USPTO patents with 853,638 reactions. The task is: Predict the reaction yield, written as a fraction of the theoretical maximum amount of product (1.0 means a 100% yield; for example, 0.34 means a 34% yield). (1) The reactants are Cl[C:2]1[C:7]([Cl:8])=[N:6][CH:5]=[CH:4][N:3]=1.[C:9]([O:13][C:14]([N:16]1[CH2:21][CH2:20][NH:19][CH2:18][CH2:17]1)=[O:15])([CH3:12])([CH3:11])[CH3:10].C(=O)([O-])[O-].[K+].[K+].CC(N(C)C)=O. The catalyst is CC(OC)(C)C.O. The product is [C:9]([O:13][C:14]([N:16]1[CH2:21][CH2:20][N:19]([C:2]2[C:7]([Cl:8])=[N:6][CH:5]=[CH:4][N:3]=2)[CH2:18][CH2:17]1)=[O:15])([CH3:12])([CH3:10])[CH3:11]. The yield is 0.910. (2) The reactants are [CH3:1][O:2][C:3]1[CH:8]=[C:7]([N+:9]([O-:11])=[O:10])[CH:6]=[CH:5][C:4]=1[O-:12].[K+].OP([O-])(O)=O.[Na+].C(#N)C.[O:23]1[C:25]2([CH2:30][CH2:29][S:28][CH2:27][CH2:26]2)[CH2:24]1. The catalyst is O. The product is [CH3:1][O:2][C:3]1[CH:8]=[C:7]([N+:9]([O-:11])=[O:10])[CH:6]=[CH:5][C:4]=1[O:12][CH2:24][C:25]1([OH:23])[CH2:30][CH2:29][S:28][CH2:27][CH2:26]1. The yield is 0.420. (3) The reactants are [Li+].[OH-].[CH3:3][NH:4][C:5]1[N:10]=[C:9]([CH2:11][CH2:12][O:13][C:14]2[CH:38]=[CH:37][C:17]3[CH2:18][C@@H:19]([CH2:32][C:33]([O:35]C)=[O:34])[C:20](=[O:31])[N:21]([CH2:23][CH2:24][C:25]4[CH:30]=[CH:29][CH:28]=[CH:27][CH:26]=4)[CH2:22][C:16]=3[CH:15]=2)[CH:8]=[CH:7][CH:6]=1. The catalyst is C1COCC1.O. The product is [CH3:3][NH:4][C:5]1[N:10]=[C:9]([CH2:11][CH2:12][O:13][C:14]2[CH:38]=[CH:37][C:17]3[CH2:18][C@@H:19]([CH2:32][C:33]([OH:35])=[O:34])[C:20](=[O:31])[N:21]([CH2:23][CH2:24][C:25]4[CH:30]=[CH:29][CH:28]=[CH:27][CH:26]=4)[CH2:22][C:16]=3[CH:15]=2)[CH:8]=[CH:7][CH:6]=1. The yield is 0.550. (4) The reactants are [F:1][C:2]1[C:3](=[O:9])[NH:4][C:5](=[O:8])[NH:6][CH:7]=1.C(N(CC)CC)C.Cl[C:18]([O:20][CH2:21][CH2:22][N:23]1[C:27](=[O:28])[CH:26]=[CH:25][C:24]1=[O:29])=[O:19]. The catalyst is O1CCCC1. The product is [C:24]1(=[O:29])[N:23]([CH2:22][CH2:21][O:20][C:18]([N:6]2[CH:7]=[C:2]([F:1])[C:3](=[O:9])[NH:4][C:5]2=[O:8])=[O:19])[C:27](=[O:28])[CH:26]=[CH:25]1. The yield is 0.610. (5) The reactants are [CH:1]1([CH2:7][N:8]2[C:12]([C:13]3[N:21]4[C:16]([CH:17]=[CH:18][CH:19]=[CH:20]4)=[C:15]([S:22]([N:25]4[CH2:30][CH2:29][CH2:28][CH2:27][CH2:26]4)(=[O:24])=[O:23])[CH:14]=3)=[CH:11][C:10]([C:31]([OH:33])=O)=[C:9]2[CH3:34])[CH2:6][CH2:5][CH2:4][CH2:3][CH2:2]1.[CH3:35][C:36]1([CH2:40][NH2:41])[CH2:39][O:38][CH2:37]1.CN(C(ON1N=NC2C=CC=NC1=2)=[N+](C)C)C.F[P-](F)(F)(F)(F)F.CCN(C(C)C)C(C)C. The catalyst is CN(C=O)C.O. The product is [CH:1]1([CH2:7][N:8]2[C:12]([C:13]3[N:21]4[C:16]([CH:17]=[CH:18][CH:19]=[CH:20]4)=[C:15]([S:22]([N:25]4[CH2:26][CH2:27][CH2:28][CH2:29][CH2:30]4)(=[O:23])=[O:24])[CH:14]=3)=[CH:11][C:10]([C:31]([NH:41][CH2:40][C:36]3([CH3:35])[CH2:39][O:38][CH2:37]3)=[O:33])=[C:9]2[CH3:34])[CH2:2][CH2:3][CH2:4][CH2:5][CH2:6]1. The yield is 0.160. (6) The reactants are [F:1][C:2]1[CH:7]=[C:6]([N:8]2[CH2:12][CH2:11][NH:10][C:9]2=[O:13])[CH:5]=[CH:4][C:3]=1[N:14]1[CH:19]=[C:18]([O:20][CH3:21])[C:17](=[O:22])[C:16]([C:23]2[N:27]([C:28]3[CH:33]=[CH:32][CH:31]=[CH:30][CH:29]=3)[N:26]=[CH:25][CH:24]=2)=[N:15]1.I[CH3:35].[H-].[Na+]. The catalyst is CN(C=O)C. The product is [F:1][C:2]1[CH:7]=[C:6]([N:8]2[CH2:12][CH2:11][N:10]([CH3:35])[C:9]2=[O:13])[CH:5]=[CH:4][C:3]=1[N:14]1[CH:19]=[C:18]([O:20][CH3:21])[C:17](=[O:22])[C:16]([C:23]2[N:27]([C:28]3[CH:29]=[CH:30][CH:31]=[CH:32][CH:33]=3)[N:26]=[CH:25][CH:24]=2)=[N:15]1. The yield is 0.590. (7) The reactants are [CH3:1][O:2][C:3]1[CH:4]=[C:5]([CH:22]=[CH:23][CH:24]=1)[CH2:6][NH:7][C:8]1O[C:10]([C:13]2[C:21]3[C:16](=[N:17][CH:18]=[CH:19][CH:20]=3)[NH:15][CH:14]=2)=[N:11][N:12]=1.O.[NH2:26][NH2:27]. The catalyst is CC(O)C. The product is [CH3:1][O:2][C:3]1[CH:4]=[C:5]([CH:22]=[CH:23][CH:24]=1)[CH2:6][NH:7][C:8]1[N:26]([NH2:27])[C:10]([C:13]2[C:21]3[C:16](=[N:17][CH:18]=[CH:19][CH:20]=3)[NH:15][CH:14]=2)=[N:11][N:12]=1. The yield is 0.318. (8) The reactants are [NH2:1][C:2]1[CH:10]=[C:9]([O:11][CH3:12])[CH:8]=[C:7]([O:13][CH3:14])[C:3]=1[C:4]([NH2:6])=[O:5].[CH3:15][C:16]1[CH:17]=[C:18]([CH:21]=[C:22]([CH3:32])[C:23]=1[O:24][CH2:25][C:26]1[CH:31]=[CH:30][CH:29]=[CH:28][CH:27]=1)[CH:19]=O.S([O-])(O)=O.[Na+].C1(C)C=CC(S(O)(=O)=O)=CC=1. The catalyst is CN(C)C(=O)C.O. The product is [CH2:25]([O:24][C:23]1[C:16]([CH3:15])=[CH:17][C:18]([C:19]2[NH:6][C:4](=[O:5])[C:3]3[C:2](=[CH:10][C:9]([O:11][CH3:12])=[CH:8][C:7]=3[O:13][CH3:14])[N:1]=2)=[CH:21][C:22]=1[CH3:32])[C:26]1[CH:27]=[CH:28][CH:29]=[CH:30][CH:31]=1. The yield is 0.790.